Dataset: Full USPTO retrosynthesis dataset with 1.9M reactions from patents (1976-2016). Task: Predict the reactants needed to synthesize the given product. (1) Given the product [Br:25][C:12]1[C:13]2[C:18](=[CH:17][C:16]([O:21][CH3:22])=[CH:15][CH:14]=2)[CH2:19][CH2:20][C:11]=1[C:8]1[CH:9]=[CH:10][C:5]([S:2]([CH3:1])(=[O:4])=[O:3])=[CH:6][CH:7]=1, predict the reactants needed to synthesize it. The reactants are: [CH3:1][S:2]([C:5]1[CH:10]=[CH:9][C:8]([CH:11]2[CH2:20][CH2:19][C:18]3[C:13](=[CH:14][CH:15]=[C:16]([O:21][CH3:22])[CH:17]=3)[C:12]2=O)=[CH:7][CH:6]=1)(=[O:4])=[O:3].P(Br)(Br)[Br:25]. (2) Given the product [Cl:1][C:2]1[CH:3]=[CH:4][C:5]2[S:9][C:8](=[O:10])[N:7]([CH2:11][C:12]([N:14]([CH2:15][C:16]3[NH:29][C:25]4[CH:26]=[C:27]([Cl:28])[C:22]([Cl:21])=[CH:23][C:24]=4[N:30]=3)[CH3:19])=[O:13])[C:6]=2[CH:20]=1, predict the reactants needed to synthesize it. The reactants are: [Cl:1][C:2]1[CH:3]=[CH:4][C:5]2[S:9][C:8](=[O:10])[N:7]([CH2:11][C:12]([N:14]([CH3:19])[CH2:15][C:16](O)=O)=[O:13])[C:6]=2[CH:20]=1.[Cl:21][C:22]1[CH:23]=[C:24]([NH2:30])[C:25]([NH2:29])=[CH:26][C:27]=1[Cl:28].C1C=CC2N(O)N=NC=2C=1.CCN=C=NCCCN(C)C.Cl.